Dataset: Forward reaction prediction with 1.9M reactions from USPTO patents (1976-2016). Task: Predict the product of the given reaction. (1) Given the reactants [CH2:1]1[C:10]2[C:5](=[CH:6][CH:7]=[CH:8][CH:9]=2)[CH2:4][CH2:3][N:2]1[NH2:11].C(N(CC)C(C)C)(C)C.Cl[C:22]([O:24][C:25]1[CH:30]=[CH:29][C:28]([C:31]([O:33][CH3:34])=[O:32])=[CH:27][CH:26]=1)=[O:23], predict the reaction product. The product is: [CH3:34][O:33][C:31](=[O:32])[C:28]1[CH:27]=[CH:26][C:25]([O:24][C:22](=[O:23])[NH:11][N:2]2[CH2:3][CH2:4][C:5]3[C:10](=[CH:9][CH:8]=[CH:7][CH:6]=3)[CH2:1]2)=[CH:30][CH:29]=1. (2) Given the reactants [Br:1][C:2]1[C:3]([F:22])=[CH:4][C:5]2[O:11][CH2:10][CH2:9][N:8]3[C:12]([C:18](O)=[O:19])=[C:13]([C:15](=[O:17])[NH2:16])[N:14]=[C:7]3[C:6]=2[CH:21]=1.[NH2:23][CH:24]1[CH2:29][CH2:28][O:27][CH2:26][CH2:25]1, predict the reaction product. The product is: [Br:1][C:2]1[C:3]([F:22])=[CH:4][C:5]2[O:11][CH2:10][CH2:9][N:8]3[C:12]([C:18]([NH:23][CH:24]4[CH2:29][CH2:28][O:27][CH2:26][CH2:25]4)=[O:19])=[C:13]([C:15]([NH2:16])=[O:17])[N:14]=[C:7]3[C:6]=2[CH:21]=1. (3) Given the reactants [Br:1][C:2]1[CH:3]=[N:4][C:5]2[N:6]([N:8]=[C:9]([C:11]([OH:13])=O)[CH:10]=2)[CH:7]=1.[CH3:14][CH:15]1[C:24]2[C:19](=[CH:20][C:21]([C:25]3[CH:30]=[CH:29][CH:28]=[CH:27][N:26]=3)=[CH:22][CH:23]=2)[CH2:18][CH2:17][NH:16]1, predict the reaction product. The product is: [Br:1][C:2]1[CH:3]=[N:4][C:5]2[N:6]([N:8]=[C:9]([C:11]([N:16]3[CH2:17][CH2:18][C:19]4[C:24](=[CH:23][CH:22]=[C:21]([C:25]5[CH:30]=[CH:29][CH:28]=[CH:27][N:26]=5)[CH:20]=4)[CH:15]3[CH3:14])=[O:13])[CH:10]=2)[CH:7]=1.